Dataset: Reaction yield outcomes from USPTO patents with 853,638 reactions. Task: Predict the reaction yield, written as a fraction of the theoretical maximum amount of product (1.0 means a 100% yield; for example, 0.34 means a 34% yield). (1) The reactants are [CH3:1][O:2][CH2:3][CH2:4][O:5][C:6]1[CH:7]=[C:8]2[C:12](=[C:13]([N+:15]([O-])=O)[CH:14]=1)[NH:11][C:10]([C:18]([O:20][CH2:21][CH3:22])=[O:19])=[CH:9]2. The catalyst is [C].[Pd].O1CCCC1. The product is [NH2:15][C:13]1[CH:14]=[C:6]([O:5][CH2:4][CH2:3][O:2][CH3:1])[CH:7]=[C:8]2[C:12]=1[NH:11][C:10]([C:18]([O:20][CH2:21][CH3:22])=[O:19])=[CH:9]2. The yield is 0.990. (2) The reactants are [CH:1]1([O:9][CH2:10][C:11](OC)=[O:12])[CH2:8][CH2:7][CH2:6][CH:5]=[CH:4][CH2:3][CH2:2]1.CC(C[AlH]CC(C)C)C. The catalyst is CCOCC. The product is [CH:1]1([O:9][CH2:10][CH2:11][OH:12])[CH2:2][CH2:3][CH2:4][CH:5]=[CH:6][CH2:7][CH2:8]1. The yield is 0.780. (3) The yield is 0.650. The product is [CH3:1][O:2][CH2:3][CH2:4][O:5][C:6]1[CH:11]=[CH:10][C:9](/[CH:12]=[CH:13]/[C:14]([O:16][CH2:17][CH3:18])=[O:15])=[C:8]([NH:27][C:28]2[CH:33]=[CH:32][C:31]([C:34]([F:35])([F:36])[F:37])=[CH:30][CH:29]=2)[CH:7]=1. The catalyst is O1CCCC1.C([O-])(=O)C.[Pd+2].C([O-])(=O)C.O. The reactants are [CH3:1][O:2][CH2:3][CH2:4][O:5][C:6]1[CH:11]=[CH:10][C:9](/[CH:12]=[CH:13]/[C:14]([O:16][CH2:17][CH3:18])=[O:15])=[C:8](OS(C(F)(F)F)(=O)=O)[CH:7]=1.[NH2:27][C:28]1[CH:33]=[CH:32][C:31]([C:34]([F:37])([F:36])[F:35])=[CH:30][CH:29]=1.C1(P(C2C=CC=CC=2)C2C=CC3C(=CC=CC=3)C=2C2C3C(=CC=CC=3)C=CC=2P(C2C=CC=CC=2)C2C=CC=CC=2)C=CC=CC=1.C(=O)([O-])[O-].[Cs+].[Cs+]. (4) The reactants are [NH2:1][C:2]1[C:7]([OH:8])=[C:6]([S:9]([N:12]2[CH2:16][CH2:15][C@@H:14]([NH2:17])[CH2:13]2)(=[O:11])=[O:10])[C:5]([Cl:18])=[CH:4][CH:3]=1.[C:19](O[C:19]([O:21][C:22]([CH3:25])([CH3:24])[CH3:23])=[O:20])([O:21][C:22]([CH3:25])([CH3:24])[CH3:23])=[O:20]. The catalyst is C(Cl)Cl. The product is [C:22]([O:21][C:19](=[O:20])[NH:17][C@@H:14]1[CH2:15][CH2:16][N:12]([S:9]([C:6]2[C:5]([Cl:18])=[CH:4][CH:3]=[C:2]([NH2:1])[C:7]=2[OH:8])(=[O:11])=[O:10])[CH2:13]1)([CH3:25])([CH3:24])[CH3:23]. The yield is 0.910. (5) The reactants are [CH3:1][N:2]1[C:6]2[CH:7]=[CH:8][C:9]([C:11]([OH:13])=O)=[CH:10][C:5]=2[N:4]=[N:3]1.[CH2:14]1[C@H:23]2[C@H:18]([CH2:19][CH2:20][C:21]3[CH:27]=[CH:26][CH:25]=[CH:24][C:22]=32)[NH:17][CH2:16][CH2:15]1.F[P-](F)(F)(F)(F)F.N1(OC(N(C)C)=[N+](C)C)C2N=CC=CC=2N=N1. No catalyst specified. The product is [CH2:14]1[C@H:23]2[C@H:18]([CH2:19][CH2:20][C:21]3[CH:27]=[CH:26][CH:25]=[CH:24][C:22]=32)[N:17]([C:11]([C:9]2[CH:8]=[CH:7][C:6]3[N:2]([CH3:1])[N:3]=[N:4][C:5]=3[CH:10]=2)=[O:13])[CH2:16][CH2:15]1. The yield is 0.530.